Dataset: Catalyst prediction with 721,799 reactions and 888 catalyst types from USPTO. Task: Predict which catalyst facilitates the given reaction. Reactant: [Br:1][C:2]1[CH:10]=[C:9]2[C:5]([CH2:6][C:7]3([CH2:26][N:25]([C:27]([O:29][C:30]([CH3:33])([CH3:32])[CH3:31])=[O:28])[CH2:24]3)[C:8]2([NH:14][S:15]([CH2:18][CH2:19][Si:20]([CH3:23])([CH3:22])[CH3:21])(=[O:17])=[O:16])[C:11]([OH:13])=[O:12])=[CH:4][CH:3]=1.[Si](C=[N+]=[N-])(C)(C)[CH3:35]. Product: [Br:1][C:2]1[CH:10]=[C:9]2[C:5]([CH2:6][C:7]3([CH2:24][N:25]([C:27]([O:29][C:30]([CH3:33])([CH3:32])[CH3:31])=[O:28])[CH2:26]3)[C:8]2([NH:14][S:15]([CH2:18][CH2:19][Si:20]([CH3:23])([CH3:21])[CH3:22])(=[O:17])=[O:16])[C:11]([O:13][CH3:35])=[O:12])=[CH:4][CH:3]=1. The catalyst class is: 61.